This data is from Forward reaction prediction with 1.9M reactions from USPTO patents (1976-2016). The task is: Predict the product of the given reaction. Given the reactants Cl.[NH2:2][C@@H:3]1[CH2:8][CH2:7][C@H:6]([N:9]2[C:14](=[O:15])[C:13]3[CH:16]=[C:17]([F:20])[CH:18]=[N:19][C:12]=3[N:11]([CH:21]3[CH2:26][CH2:25][S:24][CH2:23][CH2:22]3)[C:10]2=[O:27])[CH2:5][CH2:4]1.[N:28]1[C:29]([C:37](O)=[O:38])=[CH:30][N:31]2[CH:36]=[CH:35][CH:34]=[CH:33][C:32]=12.CN(C(ON1N=NC2C=CC=NC1=2)=[N+](C)C)C.F[P-](F)(F)(F)(F)F.CCN(C(C)C)C(C)C, predict the reaction product. The product is: [F:20][C:17]1[CH:18]=[N:19][C:12]2[N:11]([CH:21]3[CH2:22][CH2:23][S:24][CH2:25][CH2:26]3)[C:10](=[O:27])[N:9]([C@@H:6]3[CH2:7][CH2:8][C@H:3]([NH:2][C:37]([C:29]4[N:28]=[C:32]5[CH:33]=[CH:34][CH:35]=[CH:36][N:31]5[CH:30]=4)=[O:38])[CH2:4][CH2:5]3)[C:14](=[O:15])[C:13]=2[CH:16]=1.